This data is from TCR-epitope binding with 47,182 pairs between 192 epitopes and 23,139 TCRs. The task is: Binary Classification. Given a T-cell receptor sequence (or CDR3 region) and an epitope sequence, predict whether binding occurs between them. (1) The epitope is FIAGLIAIV. The TCR CDR3 sequence is CATGQSANTGELFF. Result: 1 (the TCR binds to the epitope). (2) The epitope is TTLPVNVAF. The TCR CDR3 sequence is CASSLDYSSTDTQYF. Result: 0 (the TCR does not bind to the epitope). (3) Result: 0 (the TCR does not bind to the epitope). The epitope is LLLGIGILV. The TCR CDR3 sequence is CASSSLERGWETQYF. (4) The epitope is NLVPMVATV. The TCR CDR3 sequence is CASSELGALYKEFF. Result: 0 (the TCR does not bind to the epitope).